This data is from Full USPTO retrosynthesis dataset with 1.9M reactions from patents (1976-2016). The task is: Predict the reactants needed to synthesize the given product. (1) Given the product [F:35][C:11]1[CH:12]=[C:13]([C:15]2[CH:16]=[C:17]([NH:22][C:23](=[O:34])[C:24]3[CH:29]=[CH:28][CH:27]=[C:26]([C:30]([F:33])([F:32])[F:31])[CH:25]=3)[CH:18]=[CH:19][C:20]=2[CH3:21])[CH:14]=[C:9]([N:36]2[CH2:41][CH2:40][O:39][CH2:38][CH2:37]2)[N:10]=1, predict the reactants needed to synthesize it. The reactants are: C(N(CC)CC)C.F[C:9]1[CH:14]=[C:13]([C:15]2[CH:16]=[C:17]([NH:22][C:23](=[O:34])[C:24]3[CH:29]=[CH:28][CH:27]=[C:26]([C:30]([F:33])([F:32])[F:31])[CH:25]=3)[CH:18]=[CH:19][C:20]=2[CH3:21])[CH:12]=[C:11]([F:35])[N:10]=1.[NH:36]1[CH2:41][CH2:40][O:39][CH2:38][CH2:37]1. (2) Given the product [Cl:1][C:2]1[CH:7]=[CH:6][C:5]2[O:8][C:10]([C:12]3[CH:13]=[C:14]([CH:20]=[CH:21][CH:22]=3)[C:15]([O:17][CH2:18][CH3:19])=[O:16])=[CH:11][C:4]=2[CH:3]=1, predict the reactants needed to synthesize it. The reactants are: [Cl:1][C:2]1[CH:7]=[CH:6][C:5]([OH:8])=[C:4](I)[CH:3]=1.[C:10]([C:12]1[CH:13]=[C:14]([CH:20]=[CH:21][CH:22]=1)[C:15]([O:17][CH2:18][CH3:19])=[O:16])#[CH:11].C1(P(C2C=CC=CC=2)C2C=CC=CC=2)C=CC=CC=1. (3) Given the product [NH2:32][C:26]1[N:27]=[C:28]([NH:31][C:13]([C:12]2[C:8]([CH3:7])=[N:9][O:10][CH:11]=2)=[O:15])[CH:29]=[CH:30][C:25]=1[C:20]1[CH:21]=[CH:22][CH:23]=[CH:24][C:19]=1[O:18][C:17]([F:34])([F:16])[F:33], predict the reactants needed to synthesize it. The reactants are: C(Cl)(=O)C(Cl)=O.[CH3:7][C:8]1[C:12]([C:13]([OH:15])=O)=[CH:11][O:10][N:9]=1.[F:16][C:17]([F:34])([F:33])[O:18][C:19]1[CH:24]=[CH:23][CH:22]=[CH:21][C:20]=1[C:25]1[C:26]([NH2:32])=[N:27][C:28]([NH2:31])=[CH:29][CH:30]=1.N1C(C)=CC=CC=1C. (4) Given the product [C:1]1([CH3:11])[CH:6]=[CH:5][C:4]([S:7]([C:23]2[N:22]=[CH:21][N:18]3[CH:19]=[CH:20][S:16][C:17]=23)(=[O:9])=[O:8])=[CH:3][CH:2]=1, predict the reactants needed to synthesize it. The reactants are: [C:1]1([CH3:11])[CH:6]=[CH:5][C:4]([S:7](Cl)(=[O:9])=[O:8])=[CH:3][CH:2]=1.[Cl-].[Al+3].[Cl-].[Cl-].[S:16]1[CH:20]=[CH:19][N:18]2[CH:21]=[N:22][CH:23]=[C:17]12.C(=O)([O-])[O-].[Na+].[Na+]. (5) Given the product [Cl:3][C:4]1[CH:9]=[CH:8][C:7]([C:10]2[CH:11]=[CH:12][C:13]([C:16]#[C:17][C:18]3[CH:19]=[CH:20][C:21]4[S:30][C:29]5[CH2:28][CH2:27][N:26]([CH3:33])[CH2:25][CH2:24][C:23]=5[C:22]=4[CH:31]=3)=[N:14][CH:15]=2)=[CH:6][CH:5]=1, predict the reactants needed to synthesize it. The reactants are: C=O.[Cl:3][C:4]1[CH:9]=[CH:8][C:7]([C:10]2[CH:11]=[CH:12][C:13]([C:16]#[C:17][C:18]3[CH:19]=[CH:20][C:21]4[S:30][C:29]5[CH2:28][CH2:27][NH:26][CH2:25][CH2:24][C:23]=5[C:22]=4[CH:31]=3)=[N:14][CH:15]=2)=[CH:6][CH:5]=1.[BH3-][C:33]#N.[Na+].C(O)(=O)C.[OH-].[Na+]. (6) Given the product [C:1]([NH:20][CH2:19][CH2:18][NH2:21])([O:2][C:3]([CH3:4])([CH3:8])[CH3:22])=[O:17], predict the reactants needed to synthesize it. The reactants are: [C:1](=[O:17])([O-])[O:2][C:3]1[CH:8]=CC([N+]([O-])=O)=C[C:4]=1C(C)(C)C.[CH2:18]([NH2:21])[CH2:19][NH2:20].[CH3:22]N(C=O)C. (7) The reactants are: [C:1](Cl)(=[O:6])[CH2:2][CH:3]([CH3:5])[CH3:4].[NH2:8][C:9]1[C:10]([C:19]([NH2:21])=[O:20])=[N:11][C:12]2[C:17]([N:18]=1)=[CH:16][CH:15]=[CH:14][CH:13]=2.C(N(CC)CC)C. Given the product [CH3:4][CH:3]([CH3:5])[CH2:2][C:1]([NH:8][C:9]1[C:10]([C:19]([NH2:21])=[O:20])=[N:11][C:12]2[C:17]([N:18]=1)=[CH:16][CH:15]=[CH:14][CH:13]=2)=[O:6], predict the reactants needed to synthesize it. (8) Given the product [F:42][C:43]1[CH:50]=[CH:49][C:46]([CH2:47][N:8]2[C:9]3[CH:10]=[CH:11][C:3]([O:2][CH3:1])=[CH:4][C:5]=3[C:6]3[C:15](=[O:16])[N:14]([CH2:17][C:18]([N:20]([CH3:31])[C:21]4[CH:30]=[CH:29][C:24]5[N:25]=[C:26]([CH3:28])[O:27][C:23]=5[CH:22]=4)=[O:19])[N:13]=[CH:12][C:7]2=3)=[CH:45][CH:44]=1, predict the reactants needed to synthesize it. The reactants are: [CH3:1][O:2][C:3]1[CH:11]=[CH:10][C:9]2[NH:8][C:7]3[CH:12]=[N:13][N:14]([CH2:17][C:18]([N:20]([CH3:31])[C:21]4[CH:30]=[CH:29][C:24]5[N:25]=[C:26]([CH3:28])[O:27][C:23]=5[CH:22]=4)=[O:19])[C:15](=[O:16])[C:6]=3[C:5]=2[CH:4]=1.[Li+].C[Si]([N-][Si](C)(C)C)(C)C.[F:42][C:43]1[CH:50]=[CH:49][C:46]([CH2:47]Br)=[CH:45][CH:44]=1.